From a dataset of Full USPTO retrosynthesis dataset with 1.9M reactions from patents (1976-2016). Predict the reactants needed to synthesize the given product. (1) Given the product [Cl:1][C:2]1[CH:3]=[C:4]([C:8]#[C:9][C:10]2[CH2:14][C:13]3([CH2:15][CH2:19][N:16]([C:45]([C:41]4[O:40][CH:44]=[CH:43][CH:42]=4)=[O:46])[CH2:17][CH2:18]3)[O:12][N:11]=2)[CH:5]=[CH:6][CH:7]=1, predict the reactants needed to synthesize it. The reactants are: [Cl:1][C:2]1[CH:3]=[C:4]([C:8]#[C:9][C:10]2[CH2:14][C:13]3([CH2:18][CH2:17][N:16]([C:19](N)=O)[CH2:15]3)[O:12][N:11]=2)[CH:5]=[CH:6][CH:7]=1.ClC1C=C(C#CC2CC3(CCNC3)ON=2)C=CC=1.[O:40]1[CH:44]=[CH:43][CH:42]=[C:41]1[C:45](Cl)=[O:46].CN=C=O. (2) Given the product [CH2:8]([O:10][C:11](=[O:40])[C:12]1[CH:13]=[CH:14][C:15]([C:18]2[S:22][C:21]([NH2:23])=[N:20][CH:19]=2)=[CH:16][CH:17]=1)[CH3:9], predict the reactants needed to synthesize it. The reactants are: FC(F)(F)C(O)=O.[CH2:8]([O:10][C:11](=[O:40])[C:12]1[CH:17]=[CH:16][C:15]([C:18]2[S:22][C:21]([N:23](C(OC(C)(C)C)=O)CC3C=CC(OC)=CC=3)=[N:20][CH:19]=2)=[CH:14][CH:13]=1)[CH3:9]. (3) The reactants are: C[O:2][C:3](=O)[C:4]([N:7]1[CH2:10][CH:9]([C:11]2[CH:32]=[CH:31][C:14]3[C:15]4[N:16]=[C:17]([C:23]5[N:24]([CH:28]([CH3:30])[CH3:29])[N:25]=[CH:26][N:27]=5)[S:18][C:19]=4[CH2:20][CH2:21][O:22][C:13]=3[CH:12]=2)[CH2:8]1)([CH3:6])[CH3:5].[H-].[H-].[H-].[H-].[Li+].[Al+3]. Given the product [CH:28]([N:24]1[C:23]([C:17]2[S:18][C:19]3[CH2:20][CH2:21][O:22][C:13]4[CH:12]=[C:11]([CH:9]5[CH2:8][N:7]([C:4]([CH3:6])([CH3:5])[CH2:3][OH:2])[CH2:10]5)[CH:32]=[CH:31][C:14]=4[C:15]=3[N:16]=2)=[N:27][CH:26]=[N:25]1)([CH3:30])[CH3:29], predict the reactants needed to synthesize it. (4) Given the product [Cl:41][C:6]1[C:5]2[C:10](=[CH:11][C:12]([O:13][CH2:14][CH2:15][CH2:16][S:17]([CH3:20])(=[O:19])=[O:18])=[C:3]([O:2][CH3:1])[CH:4]=2)[N:9]=[CH:8][N:7]=1, predict the reactants needed to synthesize it. The reactants are: [CH3:1][O:2][C:3]1[CH:4]=[C:5]2[C:10](=[CH:11][C:12]=1[O:13][CH2:14][CH2:15][CH2:16][S:17]([CH3:20])(=[O:19])=[O:18])[N:9]=[CH:8][NH:7][C:6]2=O.CN(C=O)C.C1(C)C=CC=CC=1.C(=O)([O-])O.[Na+].S(Cl)([Cl:41])=O. (5) Given the product [C:1]([O:7][CH2:8][CH2:9][CH2:10][C@H:11]([OH:17])[CH2:12][C:13]#[C:14][CH2:15][O:16][S:28]([C:21]1[C:22]([CH3:27])=[CH:23][C:24]([CH3:26])=[CH:25][C:20]=1[CH3:32])(=[O:30])=[O:29])(=[O:6])[C:2]([CH3:5])([CH3:4])[CH3:3], predict the reactants needed to synthesize it. The reactants are: [C:1]([O:7][CH2:8][CH2:9][CH2:10][C@H:11]([OH:17])[CH2:12][C:13]#[C:14][CH2:15][OH:16])(=[O:6])[C:2]([CH3:5])([CH3:4])[CH3:3].[OH-].[Na+].[C:20]1([CH3:32])[CH:25]=[C:24]([CH3:26])[CH:23]=[C:22]([CH3:27])[C:21]=1[S:28](Cl)(=[O:30])=[O:29].